From a dataset of Reaction yield outcomes from USPTO patents with 853,638 reactions. Predict the reaction yield, written as a fraction of the theoretical maximum amount of product (1.0 means a 100% yield; for example, 0.34 means a 34% yield). (1) The reactants are N1[C:14]2[C:5](=[CH:6][CH:7]=[C:8]3[C:13]=2N=CC=[CH:9]3)C=CC=1.[C:15]([O-:18])([O-])=O.[Cs+].[Cs+].I[C:22]1[CH:27]=CC=C[C:23]=1C. The catalyst is [Cu]I.C(O)CCC. The product is [CH2:15]([O:18][C:13]1[CH:14]=[CH:5][CH:6]=[CH:7][C:8]=1[CH3:9])[CH2:23][CH2:22][CH3:27]. The yield is 0.970. (2) The reactants are F[C:2]1[CH:3]=[N:4][C:5]([C:8]([F:11])([F:10])[F:9])=[N:6][CH:7]=1.[C@H:12]1([NH2:21])[C:20]2[C:15](=[CH:16][CH:17]=[CH:18][CH:19]=2)[CH2:14][CH2:13]1.C1(C(N)C2CCCCC2)CCCCC1. The catalyst is CN1CCCC1=O. The product is [C@H:12]1([NH:21][C:2]2[CH:3]=[N:4][C:5]([C:8]([F:11])([F:10])[F:9])=[N:6][CH:7]=2)[C:20]2[C:15](=[CH:16][CH:17]=[CH:18][CH:19]=2)[CH2:14][CH2:13]1. The yield is 0.960. (3) The reactants are [I:1][C:2]1[CH:3]=[C:4]([NH3+:16])[CH:5]=[C:6]([C:8](=[O:15])[NH:9][CH:10]([CH3:14])[CH2:11][O:12][CH3:13])[CH:7]=1.[N-:17]=[N+:18]=[N-:19].[Na+].[CH:21](OCC)(OCC)OCC. The catalyst is CC(O)=O. The product is [I:1][C:2]1[CH:7]=[C:6]([CH:5]=[C:4]([N:16]2[CH:21]=[N:19][N:18]=[N:17]2)[CH:3]=1)[C:8]([NH:9][CH:10]([CH3:14])[CH2:11][O:12][CH3:13])=[O:15]. The yield is 0.720. (4) The reactants are [CH3:1][N:2]([CH3:33])[C:3]1[C:8]([CH2:9][C:10]([O:12]C)=[O:11])=[CH:7][N:6]=[C:5]([CH2:14][C:15]2[CH:20]=[CH:19][C:18]([NH:21][C:22]([O:24][CH2:25][C:26]3[CH:31]=[CH:30][C:29]([F:32])=[CH:28][CH:27]=3)=[O:23])=[CH:17][CH:16]=2)[N:4]=1.[OH-].[Na+]. The catalyst is O1CCCC1.CO. The product is [CH3:33][N:2]([CH3:1])[C:3]1[C:8]([CH2:9][C:10]([OH:12])=[O:11])=[CH:7][N:6]=[C:5]([CH2:14][C:15]2[CH:16]=[CH:17][C:18]([NH:21][C:22]([O:24][CH2:25][C:26]3[CH:31]=[CH:30][C:29]([F:32])=[CH:28][CH:27]=3)=[O:23])=[CH:19][CH:20]=2)[N:4]=1. The yield is 0.800. (5) The reactants are F[C:2]1[CH:7]=[CH:6][C:5]([N+:8]([O-:10])=[O:9])=[CH:4][CH:3]=1.[OH:11][CH:12]1[CH2:17][CH2:16][N:15]([C:18]([O:20][C:21]([CH3:24])([CH3:23])[CH3:22])=[O:19])[CH2:14][CH2:13]1. The catalyst is [Br-].C([N+](CCCC)(CCCC)CCCC)CCC.[OH-].[K+]. The product is [C:21]([O:20][C:18]([N:15]1[CH2:16][CH2:17][CH:12]([O:11][C:2]2[CH:7]=[CH:6][C:5]([N+:8]([O-:10])=[O:9])=[CH:4][CH:3]=2)[CH2:13][CH2:14]1)=[O:19])([CH3:24])([CH3:22])[CH3:23]. The yield is 1.00. (6) The catalyst is ClCCl.CN(C)C=O.C(OCC)(=O)C. The product is [Si:24]([O:1][CH2:2][CH2:3][N:4]([CH2:12][CH2:13][OH:14])[C:5](=[O:11])[O:6][C:7]([CH3:8])([CH3:9])[CH3:10])([C:20]([CH3:23])([CH3:22])[CH3:21])([C:31]1[CH:32]=[CH:33][CH:34]=[CH:35][CH:36]=1)[C:25]1[CH:30]=[CH:29][CH:28]=[CH:27][CH:26]=1. The reactants are [OH:1][CH2:2][CH2:3][N:4]([CH2:12][CH2:13][OH:14])[C:5](=[O:11])[O:6][C:7]([CH3:10])([CH3:9])[CH3:8].N1C=CN=C1.[C:20]([Si:24](Cl)([C:31]1[CH:36]=[CH:35][CH:34]=[CH:33][CH:32]=1)[C:25]1[CH:30]=[CH:29][CH:28]=[CH:27][CH:26]=1)([CH3:23])([CH3:22])[CH3:21].CCCCCC. The yield is 0.540. (7) The reactants are [Cl:1][C:2]1[CH:3]=[C:4]([C:12]2[C:13]([O:23][C:24]3[CH:29]=[CH:28][C:27]([O:30][CH2:31][CH2:32][N:33]4[CH2:38][CH2:37][CH2:36][CH2:35][CH2:34]4)=[CH:26][CH:25]=3)=[C:14]3[C:19](=[CH:20][CH:21]=2)[CH:18]=[C:17]([OH:22])[CH:16]=[CH:15]3)[CH:5]=[CH:6][C:7]=1[S:8]([CH3:11])(=[O:10])=[O:9].Cl. The catalyst is C(OCC)C.C(OCC)(=O)C.CO. The product is [ClH:1].[Cl:1][C:2]1[CH:3]=[C:4]([C:12]2[C:13]([O:23][C:24]3[CH:29]=[CH:28][C:27]([O:30][CH2:31][CH2:32][N:33]4[CH2:34][CH2:35][CH2:36][CH2:37][CH2:38]4)=[CH:26][CH:25]=3)=[C:14]3[C:19](=[CH:20][CH:21]=2)[CH:18]=[C:17]([OH:22])[CH:16]=[CH:15]3)[CH:5]=[CH:6][C:7]=1[S:8]([CH3:11])(=[O:10])=[O:9]. The yield is 0.260. (8) The yield is 0.990. The catalyst is O1CCCC1. The product is [CH3:25][N:26]([CH3:40])[C:27]([O:28][C:29]1[CH:34]=[CH:33][C:32]([CH:35]([OH:36])[CH2:20][C:19]([O:22][CH2:23][CH3:24])=[O:21])=[C:31]([CH:37]=[CH2:38])[CH:30]=1)=[O:39]. The reactants are C(NC(C)C)(C)C.C([Li])CCC.CCCCCC.[C:19]([O:22][CH2:23][CH3:24])(=[O:21])[CH3:20].[CH3:25][N:26]([CH3:40])[C:27](=[O:39])[O:28][C:29]1[CH:34]=[CH:33][C:32]([CH:35]=[O:36])=[C:31]([CH:37]=[CH2:38])[CH:30]=1.[Cl-].[NH4+].